The task is: Predict the reaction yield, written as a fraction of the theoretical maximum amount of product (1.0 means a 100% yield; for example, 0.34 means a 34% yield).. This data is from Reaction yield outcomes from USPTO patents with 853,638 reactions. (1) The reactants are [CH2:1]([O:4][C:5]1[C:16]([Br:17])=[CH:15][C:8]([C:9](N(OC)C)=[O:10])=[C:7]([Cl:18])[CH:6]=1)[CH:2]=[CH2:3].[CH2:19]([C:21]1[CH:26]=[CH:25][C:24]([Mg]Br)=[CH:23][CH:22]=1)[CH3:20].[NH4+].[Cl-]. The catalyst is C1COCC1. The product is [CH2:1]([O:4][C:5]1[C:16]([Br:17])=[CH:15][C:8]([C:9]([C:24]2[CH:25]=[CH:26][C:21]([CH2:19][CH3:20])=[CH:22][CH:23]=2)=[O:10])=[C:7]([Cl:18])[CH:6]=1)[CH:2]=[CH2:3]. The yield is 0.730. (2) The reactants are [CH3:1][CH:2]([NH:12][CH2:13][CH:14]([OH:22])[C:15]1[CH:16]=[CH:17][C:18]([OH:21])=[CH:19][CH:20]=1)[CH2:3][CH2:4][C:5]1[CH:6]=[CH:7][C:8]([OH:11])=[CH:9][CH:10]=1.[ClH:23]. The catalyst is O. The product is [CH3:1][CH:2]([NH:12][CH2:13][CH:14]([OH:22])[C:15]1[CH:20]=[CH:19][C:18]([OH:21])=[CH:17][CH:16]=1)[CH2:3][CH2:4][C:5]1[CH:6]=[CH:7][C:8]([OH:11])=[CH:9][CH:10]=1.[ClH:23]. The yield is 0.500. (3) The reactants are [C:1]([O:5][C:6]([N:8]1[CH2:15][CH:14]2[NH:16][CH:10]([CH2:11][C:12](=[O:17])[CH2:13]2)[CH2:9]1)=[O:7])([CH3:4])([CH3:3])[CH3:2].CCN(CC)CC.[Cl:25][C:26]1[CH:31]=[CH:30][C:29]([S:32](Cl)(=[O:34])=[O:33])=[CH:28][CH:27]=1. The catalyst is C(Cl)Cl. The product is [C:1]([O:5][C:6]([N:8]1[CH2:15][CH:14]2[N:16]([S:32]([C:29]3[CH:30]=[CH:31][C:26]([Cl:25])=[CH:27][CH:28]=3)(=[O:34])=[O:33])[CH:10]([CH2:11][C:12](=[O:17])[CH2:13]2)[CH2:9]1)=[O:7])([CH3:4])([CH3:2])[CH3:3]. The yield is 0.820. (4) The reactants are [O:1]=[C:2]1[CH2:7][NH:6][CH2:5][CH2:4][NH:3]1.[CH:8]1C=N[C:11]2N(O)N=N[C:10]=2[CH:9]=1.CN(C(ON1N=NC2C=[CH:30][CH:31]=NC1=2)=[N+](C)C)C.F[P-](F)(F)(F)(F)F.C(N([CH:48]([CH3:50])C)CC)(C)C.[CH2:51]([O:58][C:59](=[O:84])[N:60]([CH2:70][CH:71]([OH:83])[CH:72]([NH2:82])[CH2:73][C:74]1[CH:79]=[C:78]([F:80])[CH:77]=[C:76]([F:81])[CH:75]=1)[CH2:61][C:62]1[CH:67]=[CH:66][C:65](CC)=[CH:64][CH:63]=1)[C:52]1[CH:57]=[CH:56][CH:55]=[CH:54][CH:53]=1.CN(C=[O:89])C. The catalyst is C(Cl)Cl.CO.CCCCCCC. The product is [CH2:51]([O:58][C:59](=[O:84])[N:60]([CH2:70][CH:71]([OH:83])[CH:72]([NH:82][C:30](=[O:89])[CH2:31][N:6]1[CH2:5][CH2:4][N:3]([CH2:11][CH2:10][CH2:9][CH3:8])[C:2](=[O:1])[CH2:7]1)[CH2:73][C:74]1[CH:75]=[C:76]([F:81])[CH:77]=[C:78]([F:80])[CH:79]=1)[CH2:61][C:62]1[CH:63]=[CH:64][CH:65]=[C:66]([CH2:48][CH3:50])[CH:67]=1)[C:52]1[CH:57]=[CH:56][CH:55]=[CH:54][CH:53]=1. The yield is 0.400. (5) The reactants are [CH3:1][O:2][C:3]1[CH:8]=[C:7]([C:9]([OH:11])=O)[CH:6]=[CH:5][C:4]=1[C:12]1[CH:17]=[CH:16][CH:15]=[CH:14][C:13]=1[CH3:18].C(Cl)(=O)C(Cl)=O.[CH:25]1[CH:26]=[CH:27][N:28]2[CH2:34][C:33]3[CH:35]=[CH:36][CH:37]=[CH:38][C:32]=3[NH:31][CH2:30][C:29]=12.C(N(CC)CC)C. The catalyst is ClCCl.CN(C)C=O. The product is [CH3:1][O:2][C:3]1[CH:8]=[C:7]([C:9]([N:31]2[C:32]3[CH:38]=[CH:37][CH:36]=[CH:35][C:33]=3[CH2:34][N:28]3[CH:27]=[CH:26][CH:25]=[C:29]3[CH2:30]2)=[O:11])[CH:6]=[CH:5][C:4]=1[C:12]1[CH:17]=[CH:16][CH:15]=[CH:14][C:13]=1[CH3:18]. The yield is 0.950. (6) The reactants are [F:1][C:2]1[CH:7]=[CH:6][C:5]([C:8]#[C:9][C@:10]2([OH:17])[CH2:14][CH2:13][N:12]([CH3:15])[C:11]2=[O:16])=[CH:4][C:3]=1[C:18]1[N:23]=[C:22]([C:24]([O:26]CC)=O)[C:21]([NH:29][CH2:30][CH2:31][O:32][CH3:33])=[CH:20][N:19]=1.[NH3:34]. No catalyst specified. The product is [F:1][C:2]1[CH:7]=[CH:6][C:5]([C:8]#[C:9][C@:10]2([OH:17])[CH2:14][CH2:13][N:12]([CH3:15])[C:11]2=[O:16])=[CH:4][C:3]=1[C:18]1[N:23]=[C:22]([C:24]([NH2:34])=[O:26])[C:21]([NH:29][CH2:30][CH2:31][O:32][CH3:33])=[CH:20][N:19]=1. The yield is 0.150.